Dataset: Full USPTO retrosynthesis dataset with 1.9M reactions from patents (1976-2016). Task: Predict the reactants needed to synthesize the given product. (1) Given the product [CH:21]1([CH:5]([C:4]2[CH:16]=[CH:17][C:18]([O:19][CH3:20])=[C:2]([OH:1])[CH:3]=2)[CH:6]2[C:11](=[O:12])[O:10][C:9]([CH3:13])([CH3:14])[O:8][C:7]2=[O:15])[CH2:23][CH2:22]1, predict the reactants needed to synthesize it. The reactants are: [OH:1][C:2]1[CH:3]=[C:4]([CH:16]=[CH:17][C:18]=1[O:19][CH3:20])[CH:5]=[C:6]1[C:11](=[O:12])[O:10][C:9]([CH3:14])([CH3:13])[O:8][C:7]1=[O:15].[CH:21]1([Mg]Br)[CH2:23][CH2:22]1.Cl.C(=O)([O-])O.[Na+]. (2) Given the product [NH:33]1[C:37]([C:38]([O:31][CH2:24][C:25]2[CH:30]=[CH:29][CH:28]=[CH:27][CH:26]=2)=[O:40])=[CH:36][C:35]([C:41]([O:43][CH2:13][C:6]2[CH:7]=[CH:8][CH:9]=[CH:10][CH:11]=2)=[O:42])=[N:34]1, predict the reactants needed to synthesize it. The reactants are: O.ON1[C:7]2[CH:8]=[CH:9][CH:10]=[CH:11][C:6]=2N=N1.Cl.[CH3:13]N(C)CCCN=C=NCC.[CH2:24]([OH:31])[C:25]1[CH:30]=[CH:29][CH:28]=[CH:27][CH:26]=1.O.[NH:33]1[C:37]([C:38]([OH:40])=O)=[CH:36][C:35]([C:41]([OH:43])=[O:42])=[N:34]1. (3) Given the product [CH3:24][S:25][CH2:26][CH2:27][C:28]([NH:8][C:7]1[S:6][C:5]([C:9]2[CH:10]=[N:11][CH:12]=[CH:13][CH:14]=2)=[N:4][C:3]=1[S:2][CH3:1])=[O:29], predict the reactants needed to synthesize it. The reactants are: [CH3:1][S:2][C:3]1[N:4]=[C:5]([C:9]2[CH:10]=[N:11][CH:12]=[CH:13][CH:14]=2)[S:6][C:7]=1[NH2:8].CN(C1C=CC=CN=1)C.[CH3:24][S:25][CH2:26][CH2:27][C:28](Cl)=[O:29].